Dataset: Forward reaction prediction with 1.9M reactions from USPTO patents (1976-2016). Task: Predict the product of the given reaction. Given the reactants [NH:1]1[CH:5]=[N:4][C:3]([NH2:6])=[N:2]1.[O:7]1[C:11]2([CH2:16][CH2:15][C:14](=O)[CH2:13][CH2:12]2)[CH2:10][CH2:9][CH2:8]1.C([BH3-])#N.[Na+].O, predict the reaction product. The product is: [O:7]1[C:11]2([CH2:16][CH2:15][CH:14]([NH:6][C:3]3[NH:4][CH:5]=[N:1][N:2]=3)[CH2:13][CH2:12]2)[CH2:10][CH2:9][CH2:8]1.